This data is from Forward reaction prediction with 1.9M reactions from USPTO patents (1976-2016). The task is: Predict the product of the given reaction. (1) Given the reactants [CH3:1][C:2]1[CH:14]=[CH:13][C:12]([N+:15]([O-])=O)=[CH:11][C:3]=1[O:4][C:5]1[CH:6]=[N:7][CH:8]=[CH:9][CH:10]=1.C(O)=O, predict the reaction product. The product is: [CH3:1][C:2]1[CH:14]=[CH:13][C:12]([NH2:15])=[CH:11][C:3]=1[O:4][C:5]1[CH:6]=[N:7][CH:8]=[CH:9][CH:10]=1. (2) Given the reactants C(OC(C1SC(C2C=CC=CC=2)=CC=1N)=O)C.COC1C=C(OC)C=CC=1C[O:23][N:24]1[C:29](=[O:30])[C:28]2[S:31][C:32]([C:34]3[CH:39]=[CH:38][CH:37]=[CH:36][CH:35]=3)=[CH:33][C:27]=2[NH:26][C:25]1=[O:40], predict the reaction product. The product is: [OH:23][N:24]1[C:29](=[O:30])[C:28]2[S:31][C:32]([C:34]3[CH:39]=[CH:38][CH:37]=[CH:36][CH:35]=3)=[CH:33][C:27]=2[NH:26][C:25]1=[O:40]. (3) Given the reactants [CH2:1]([O:3][C:4](=[O:22])[C:5](=O)[CH2:6][C:7]1[CH:17]=[CH:16][C:10]([C:11]([O:13][CH2:14][CH3:15])=[O:12])=[CH:9][C:8]=1[N+:18]([O-])=O)[CH3:2].O.CCOC(C)=O, predict the reaction product. The product is: [NH:18]1[C:8]2[C:7](=[CH:17][CH:16]=[C:10]([C:11]([O:13][CH2:14][CH3:15])=[O:12])[CH:9]=2)[CH:6]=[C:5]1[C:4]([O:3][CH2:1][CH3:2])=[O:22]. (4) Given the reactants [C:1]1([CH2:7][OH:8])[CH:6]=[CH:5][CH:4]=[CH:3][CH:2]=1.C(N(CC)CC)C.[O:16]=[C:17]1CCC(=O)N1OC(=O)ON1C(=O)CCC1=O.[C:34]([O:38][C:39]([N:41]1[CH2:46][CH2:45][CH2:44][CH:43]([C@@H:47]2[NH:51][CH:50]([C:52]([OH:54])=[O:53])[CH2:49][S:48]2)[CH2:42]1)=[O:40])([CH3:37])([CH3:36])[CH3:35], predict the reaction product. The product is: [CH2:7]([O:8][C:17]([N:51]1[CH:50]([C:52]([OH:54])=[O:53])[CH2:49][S:48][C@@H:47]1[CH:43]1[CH2:44][CH2:45][CH2:46][N:41]([C:39]([O:38][C:34]([CH3:37])([CH3:35])[CH3:36])=[O:40])[CH2:42]1)=[O:16])[C:1]1[CH:6]=[CH:5][CH:4]=[CH:3][CH:2]=1.